Dataset: Full USPTO retrosynthesis dataset with 1.9M reactions from patents (1976-2016). Task: Predict the reactants needed to synthesize the given product. (1) Given the product [N:46]1([CH2:49][CH2:50][O:36][C:35](=[O:37])[C:34]2[CH:38]=[CH:39][C:31]([NH:30][C:28]([C@H:9]3[C@H:8]([C:4]4[CH:5]=[CH:6][CH:7]=[C:2]([Cl:1])[C:3]=4[F:42])[C@:12]([C:15]4[CH:20]=[CH:19][C:18]([Cl:21])=[CH:17][C:16]=4[F:22])([C:13]#[N:14])[C@H:11]([CH2:23][C:24]([CH3:26])([CH3:27])[CH3:25])[NH:10]3)=[O:29])=[C:32]([O:40][CH3:41])[CH:33]=2)[CH2:47][CH2:48][O:43][CH2:44][CH2:45]1, predict the reactants needed to synthesize it. The reactants are: [Cl:1][C:2]1[C:3]([F:42])=[C:4]([C@@H:8]2[C@:12]([C:15]3[CH:20]=[CH:19][C:18]([Cl:21])=[CH:17][C:16]=3[F:22])([C:13]#[N:14])[C@H:11]([CH2:23][C:24]([CH3:27])([CH3:26])[CH3:25])[NH:10][C@H:9]2[C:28]([NH:30][C:31]2[CH:39]=[CH:38][C:34]([C:35]([OH:37])=[O:36])=[CH:33][C:32]=2[O:40][CH3:41])=[O:29])[CH:5]=[CH:6][CH:7]=1.[O:43]1[CH2:48][CH2:47][N:46]([CH2:49][CH2:50]O)[CH2:45][CH2:44]1. (2) Given the product [Cl:18][C:12]1[CH:13]=[C:14]([CH3:17])[CH:15]=[CH:16][C:11]=1[C:9](=[O:10])[CH2:8][S:3][CH2:2][C:1]([O:5][CH3:6])=[O:4], predict the reactants needed to synthesize it. The reactants are: [C:1]([O:5][CH3:6])(=[O:4])[CH2:2][SH:3].Br[CH2:8][C:9]([C:11]1[CH:16]=[CH:15][C:14]([CH3:17])=[CH:13][C:12]=1[Cl:18])=[O:10].CCN(CC)CC. (3) Given the product [CH3:40][C:39]([CH3:42])([CH3:41])[CH2:38][N:37]1[C:30]2[N:31]=[C:32]([C:35]#[N:36])[N:33]=[CH:34][C:29]=2[CH:28]=[C:27]1[CH2:26][N:12]1[C:11](=[O:16])[C:10]2([CH2:9][CH2:8][N:7]([C:2]3[N:3]=[CH:4][CH:5]=[CH:6][N:1]=3)[CH2:18][CH2:17]2)[NH:14][C:13]1=[O:15], predict the reactants needed to synthesize it. The reactants are: [N:1]1[CH:6]=[CH:5][CH:4]=[N:3][C:2]=1[N:7]1[CH2:18][CH2:17][C:10]2([NH:14][C:13](=[O:15])[NH:12][C:11]2=[O:16])[CH2:9][CH2:8]1.C([O-])([O-])=O.[K+].[K+].Br[CH2:26][C:27]1[N:37]([CH2:38][C:39]([CH3:42])([CH3:41])[CH3:40])[C:30]2[N:31]=[C:32]([C:35]#[N:36])[N:33]=[CH:34][C:29]=2[CH:28]=1. (4) Given the product [NH2:25][C:20]1[C:19]([C:11]2[N:10]([C:7]3[CH:6]=[CH:5][C:4]([CH2:3][NH:2][C:46]([NH:45][C:42]4[CH:43]=[CH:44][C:39]([C:35]([CH3:38])([CH3:37])[CH3:36])=[CH:40][CH:41]=4)=[O:47])=[CH:9][CH:8]=3)[C:14]3=[N:15][CH:16]=[CH:17][CH:18]=[C:13]3[N:12]=2)=[CH:24][CH:23]=[CH:22][N:21]=1, predict the reactants needed to synthesize it. The reactants are: Cl.[NH2:2][CH2:3][C:4]1[CH:9]=[CH:8][C:7]([N:10]2[C:14]3=[N:15][CH:16]=[CH:17][CH:18]=[C:13]3[N:12]=[C:11]2[C:19]2[C:20]([NH2:25])=[N:21][CH:22]=[CH:23][CH:24]=2)=[CH:6][CH:5]=1.C(N(C(C)C)CC)(C)C.[C:35]([C:39]1[CH:44]=[CH:43][C:42]([N:45]=[C:46]=[O:47])=[CH:41][CH:40]=1)([CH3:38])([CH3:37])[CH3:36].O. (5) Given the product [C:3]([N:24]1[CH2:25][CH2:26][CH:21]([C:19]2[CH:18]=[CH:17][C:16]([NH:27][C:28]([C:30]3[NH:31][CH:32]=[C:33]([C:35]#[N:36])[N:34]=3)=[O:29])=[C:15]([C:12]3[CH2:13][CH2:14][S:9](=[O:8])(=[O:37])[CH2:10][CH:11]=3)[CH:20]=2)[CH2:22][CH2:23]1)(=[O:4])[CH3:2], predict the reactants needed to synthesize it. The reactants are: F[C:2](F)(F)[C:3](O)=[O:4].[O:8]=[S:9]1(=[O:37])[CH2:14][CH:13]=[C:12]([C:15]2[CH:20]=[C:19]([CH:21]3[CH2:26][CH2:25][NH:24][CH2:23][CH2:22]3)[CH:18]=[CH:17][C:16]=2[NH:27][C:28]([C:30]2[NH:31][CH:32]=[C:33]([C:35]#[N:36])[N:34]=2)=[O:29])[CH2:11][CH2:10]1.CCN(C(C)C)C(C)C.C(OC(=O)C)(=O)C.CCOC(C)=O. (6) Given the product [Si:1]([O:8][C@H:9]([CH2:27][NH:40][C@@H:38]1[C:37]2[C:32](=[CH:33][CH:34]=[C:35]([CH2:41][C:42]([CH3:45])([CH3:44])[CH3:43])[CH:36]=2)[NH:31][C:30]([CH3:46])([CH3:29])[CH2:39]1)[C@@H:10]([NH:19][C:20](=[O:26])[O:21][C:22]([CH3:23])([CH3:25])[CH3:24])[CH2:11][C:12]1[CH:17]=[CH:16][CH:15]=[C:14]([F:18])[CH:13]=1)([C:4]([CH3:7])([CH3:5])[CH3:6])([CH3:3])[CH3:2], predict the reactants needed to synthesize it. The reactants are: [Si:1]([O:8][C@H:9]([CH:27]=O)[C@@H:10]([NH:19][C:20](=[O:26])[O:21][C:22]([CH3:25])([CH3:24])[CH3:23])[CH2:11][C:12]1[CH:17]=[CH:16][CH:15]=[C:14]([F:18])[CH:13]=1)([C:4]([CH3:7])([CH3:6])[CH3:5])([CH3:3])[CH3:2].[CH3:29][C:30]1([CH3:46])[CH2:39][C@H:38]([NH2:40])[C:37]2[C:32](=[CH:33][CH:34]=[C:35]([CH2:41][C:42]([CH3:45])([CH3:44])[CH3:43])[CH:36]=2)[NH:31]1.C(Cl)Cl.COC(OC)OC.C(O[BH-](OC(=O)C)OC(=O)C)(=O)C.[Na+]. (7) Given the product [N:1]([CH2:4][CH2:5][CH2:6][C:7]1([C:20]2[CH:25]=[CH:24][CH:23]=[CH:22][CH:21]=2)[N:11]([C:33](=[O:38])[C:34]([CH3:37])([CH3:36])[CH3:35])[N:10]=[C:9]([C:12]2[CH:17]=[C:16]([F:18])[CH:15]=[CH:14][C:13]=2[F:19])[S:8]1)=[N+:2]=[N-:3], predict the reactants needed to synthesize it. The reactants are: [N:1]([CH2:4][CH2:5][CH2:6][C:7]1([C:20]2[CH:25]=[CH:24][CH:23]=[CH:22][CH:21]=2)[NH:11][N:10]=[C:9]([C:12]2[CH:17]=[C:16]([F:18])[CH:15]=[CH:14][C:13]=2[F:19])[S:8]1)=[N+:2]=[N-:3].C(N(CC)CC)C.[C:33](Cl)(=[O:38])[C:34]([CH3:37])([CH3:36])[CH3:35]. (8) Given the product [CH3:1][O:2][C:3](=[O:30])[CH2:4][C:5]1[CH:10]=[CH:9][CH:8]=[C:7]([O:11][CH2:12][CH2:13][CH2:14][N:15]([CH2:16][CH:17]([C:24]2[CH:29]=[CH:28][CH:27]=[CH:26][CH:25]=2)[C:18]2[CH:19]=[CH:20][CH:21]=[CH:22][CH:23]=2)[CH2:36][C:35]2[CH:38]=[CH:39][CH:40]=[C:33]([C:32]([F:31])([F:41])[F:42])[CH:34]=2)[CH:6]=1, predict the reactants needed to synthesize it. The reactants are: [CH3:1][O:2][C:3](=[O:30])[CH2:4][C:5]1[CH:10]=[CH:9][CH:8]=[C:7]([O:11][CH2:12][CH2:13][CH2:14][NH:15][CH2:16][CH:17]([C:24]2[CH:29]=[CH:28][CH:27]=[CH:26][CH:25]=2)[C:18]2[CH:23]=[CH:22][CH:21]=[CH:20][CH:19]=2)[CH:6]=1.[F:31][C:32]([F:42])([F:41])[C:33]1[CH:34]=[C:35]([CH:38]=[CH:39][CH:40]=1)[CH2:36]Br.C(=O)([O-])[O-].[K+].[K+]. (9) Given the product [CH3:1][O:2][C:3]1[CH:20]=[CH:19][C:18]2[C@@H:17]3[C@H:8]([C@H:9]4[C@@:13]([CH2:15][CH2:16]3)([CH3:14])[C@@H:12]([OH:21])[CH2:11][C@@H:10]4[CH3:25])[CH2:7][CH2:6][C:5]=2[CH:4]=1, predict the reactants needed to synthesize it. The reactants are: [CH3:1][O:2][C:3]1[CH:20]=[CH:19][C:18]2[C@@H:17]3[C@H:8]([C@H:9]4[C@@:13]([CH2:15][CH2:16]3)([CH3:14])[C@@H:12]([O:21]COC)[CH2:11][C@@H:10]4[CH3:25])[CH2:7][CH2:6][C:5]=2[CH:4]=1.Cl.C([O-])(O)=O.[Na+]. (10) Given the product [C:25]([O:8][C:7]([C:6]1[CH:5]=[CH:4][S:3][C:2]=1[Br:1])=[O:9])([CH3:27])([CH3:15])[CH3:26], predict the reactants needed to synthesize it. The reactants are: [Br:1][C:2]1[S:3][CH:4]=[CH:5][C:6]=1[C:7]([OH:9])=[O:8].CN(C)C=O.[C:15](Cl)(=O)C(Cl)=O.C(N(CC)[CH:25]([CH3:27])[CH3:26])(C)C.CNN(NC)C1C=CN=CC=1.